Regression. Given two drug SMILES strings and cell line genomic features, predict the synergy score measuring deviation from expected non-interaction effect. From a dataset of NCI-60 drug combinations with 297,098 pairs across 59 cell lines. (1) Drug 1: CCN(CC)CCCC(C)NC1=C2C=C(C=CC2=NC3=C1C=CC(=C3)Cl)OC. Drug 2: COCCOC1=C(C=C2C(=C1)C(=NC=N2)NC3=CC=CC(=C3)C#C)OCCOC.Cl. Cell line: SF-539. Synergy scores: CSS=28.1, Synergy_ZIP=-6.32, Synergy_Bliss=0.230, Synergy_Loewe=-4.16, Synergy_HSA=2.56. (2) Drug 1: C1=CN(C=N1)CC(O)(P(=O)(O)O)P(=O)(O)O. Drug 2: N.N.Cl[Pt+2]Cl. Cell line: U251. Synergy scores: CSS=31.6, Synergy_ZIP=0.874, Synergy_Bliss=-0.578, Synergy_Loewe=-6.67, Synergy_HSA=-2.08. (3) Drug 1: CC12CCC3C(C1CCC2=O)CC(=C)C4=CC(=O)C=CC34C. Drug 2: CN(CC1=CN=C2C(=N1)C(=NC(=N2)N)N)C3=CC=C(C=C3)C(=O)NC(CCC(=O)O)C(=O)O. Cell line: OVCAR-5. Synergy scores: CSS=45.9, Synergy_ZIP=-3.18, Synergy_Bliss=-0.936, Synergy_Loewe=-1.50, Synergy_HSA=0.617. (4) Drug 1: C1CC(C1)(C(=O)O)C(=O)O.[NH2-].[NH2-].[Pt+2]. Drug 2: CCC1(C2=C(COC1=O)C(=O)N3CC4=CC5=C(C=CC(=C5CN(C)C)O)N=C4C3=C2)O.Cl. Cell line: SK-MEL-28. Synergy scores: CSS=17.7, Synergy_ZIP=-3.09, Synergy_Bliss=-1.85, Synergy_Loewe=-16.2, Synergy_HSA=-3.22.